Predict which catalyst facilitates the given reaction. From a dataset of Catalyst prediction with 721,799 reactions and 888 catalyst types from USPTO. (1) Reactant: [NH2:1][C:2]1[N:6]([C:7]2[CH:17]=[CH:16][C:10]([CH2:11][P:12](=[O:15])([CH3:14])[CH3:13])=[CH:9][CH:8]=2)[N:5]=[C:4]([C:18]([CH3:21])([CH3:20])[CH3:19])[CH:3]=1.C1N=CN([C:27](N2C=NC=C2)=[O:28])C=1.[NH2:34][C:35]1[C:44]2[C:39](=[CH:40][CH:41]=[CH:42][CH:43]=2)[C:38]([O:45][C:46]2[CH:51]=[CH:50][N:49]=[C:48]([NH:52][C:53]3[CH:58]=[CH:57][CH:56]=[CH:55][CH:54]=3)[N:47]=2)=[CH:37][CH:36]=1. Product: [C:18]([C:4]1[CH:3]=[C:2]([NH:1][C:27]([NH:34][C:35]2[C:44]3[C:39](=[CH:40][CH:41]=[CH:42][CH:43]=3)[C:38]([O:45][C:46]3[CH:51]=[CH:50][N:49]=[C:48]([NH:52][C:53]4[CH:54]=[CH:55][CH:56]=[CH:57][CH:58]=4)[N:47]=3)=[CH:37][CH:36]=2)=[O:28])[N:6]([C:7]2[CH:8]=[CH:9][C:10]([CH2:11][P:12]([CH3:14])([CH3:13])=[O:15])=[CH:16][CH:17]=2)[N:5]=1)([CH3:21])([CH3:20])[CH3:19]. The catalyst class is: 2. (2) Reactant: [Br:1][C:2]1[C:3]([O:18][CH3:19])=[C:4]2[C:9](=[CH:10][CH:11]=1)[CH:8]([C:12](N(C)OC)=[O:13])[O:7][CH2:6][CH2:5]2.CC(C[AlH]CC(C)C)C. Product: [Br:1][C:2]1[C:3]([O:18][CH3:19])=[C:4]2[C:9](=[CH:10][CH:11]=1)[CH:8]([CH:12]=[O:13])[O:7][CH2:6][CH2:5]2. The catalyst class is: 1. (3) Reactant: [CH3:1][C@H:2]1[CH2:8][N:7]([C:9]([O:11][C:12]([CH3:15])([CH3:14])[CH3:13])=[O:10])[CH2:6][C:5]2[S:16][CH:17]=[C:18](/[CH:19]=[CH:20]\[CH3:21])[C:4]=2[O:3]1. Product: [CH3:1][C@H:2]1[CH2:8][N:7]([C:9]([O:11][C:12]([CH3:13])([CH3:14])[CH3:15])=[O:10])[CH2:6][C:5]2[S:16][CH:17]=[C:18]([CH2:19][CH2:20][CH3:21])[C:4]=2[O:3]1. The catalyst class is: 358.